This data is from Full USPTO retrosynthesis dataset with 1.9M reactions from patents (1976-2016). The task is: Predict the reactants needed to synthesize the given product. Given the product [Si:1]([O:8][C@H:9]1[CH2:14][CH2:13][C@H:12]([N:15]2[C:23]3[CH:22]=[CH:21][N:20]=[C:19]([O:24][CH3:25])[C:18]=3[C:17]([C:35]3[CH:40]=[CH:39][C:38]([S:41]([NH2:44])(=[O:43])=[O:42])=[CH:37][CH:36]=3)=[CH:16]2)[CH2:11][CH2:10]1)([C:4]([CH3:7])([CH3:6])[CH3:5])([CH3:3])[CH3:2], predict the reactants needed to synthesize it. The reactants are: [Si:1]([O:8][C@H:9]1[CH2:14][CH2:13][C@H:12]([N:15]2[C:23]3[CH:22]=[CH:21][N:20]=[C:19]([O:24][CH3:25])[C:18]=3[C:17](I)=[CH:16]2)[CH2:11][CH2:10]1)([C:4]([CH3:7])([CH3:6])[CH3:5])([CH3:3])[CH3:2].CC1(C)C(C)(C)OB([C:35]2[CH:40]=[CH:39][C:38]([S:41]([NH2:44])(=[O:43])=[O:42])=[CH:37][CH:36]=2)O1.C(=O)([O-])[O-].[K+].[K+].